Task: Predict the product of the given reaction.. Dataset: Forward reaction prediction with 1.9M reactions from USPTO patents (1976-2016) (1) Given the reactants [Cl:1][C:2]1[N:3]=[CH:4][C:5]2[CH2:6][CH2:7][CH2:8][C:9](=[O:12])[C:10]=2[CH:11]=1.[Br:13]Br.Br, predict the reaction product. The product is: [Br:13][CH:8]1[CH2:7][CH2:6][C:5]2[CH:4]=[N:3][C:2]([Cl:1])=[CH:11][C:10]=2[C:9]1=[O:12]. (2) Given the reactants [CH2:1]([N:3]1[C:12]2[C:7](=[C:8]([OH:23])[C:9]([O:13][CH2:14][C:15]3[CH:20]=[CH:19][C:18]([O:21][CH3:22])=[CH:17][CH:16]=3)=[CH:10][CH:11]=2)[C:6](=[O:24])[C:5]([C:25](O)=[O:26])=[CH:4]1)[CH3:2].CN(C(ON1N=NC2C=CC=NC1=2)=[N+](C)C)C.F[P-](F)(F)(F)(F)F.CCN(C(C)C)C(C)C.[N:61]1([CH2:66][CH2:67][NH2:68])[CH2:65][CH2:64][CH2:63][CH2:62]1, predict the reaction product. The product is: [CH2:1]([N:3]1[C:12]2[C:7](=[C:8]([OH:23])[C:9]([O:13][CH2:14][C:15]3[CH:20]=[CH:19][C:18]([O:21][CH3:22])=[CH:17][CH:16]=3)=[CH:10][CH:11]=2)[C:6](=[O:24])[C:5]([C:25]([NH:68][CH2:67][CH2:66][N:61]2[CH2:65][CH2:64][CH2:63][CH2:62]2)=[O:26])=[CH:4]1)[CH3:2]. (3) Given the reactants Br[CH2:2][CH2:3][N:4]1[CH:8]=[C:7]([C:9]2[C:17]3[C:12](=[CH:13][C:14]([F:18])=[CH:15][CH:16]=3)[N:11]([S:19]([C:22]3[CH:27]=[CH:26][CH:25]=[CH:24][CH:23]=3)(=[O:21])=[O:20])[CH:10]=2)[CH:6]=[N:5]1.[NH:28]1[CH2:33][CH2:32][NH:31][CH2:30][CH2:29]1, predict the reaction product. The product is: [F:18][C:14]1[CH:13]=[C:12]2[C:17]([C:9]([C:7]3[CH:6]=[N:5][N:4]([CH2:3][CH2:2][N:28]4[CH2:33][CH2:32][NH:31][CH2:30][CH2:29]4)[CH:8]=3)=[CH:10][N:11]2[S:19]([C:22]2[CH:27]=[CH:26][CH:25]=[CH:24][CH:23]=2)(=[O:21])=[O:20])=[CH:16][CH:15]=1.